Dataset: Catalyst prediction with 721,799 reactions and 888 catalyst types from USPTO. Task: Predict which catalyst facilitates the given reaction. (1) Product: [OH:6][C@@H:5]([C@H:7]1[O:12][C:11]([CH3:14])([CH3:13])[O:10][C@H:9]2[C@@H:15]([O:19][CH2:20][CH3:21])[C:16](=[O:18])[O:17][C@@H:8]12)[CH2:4][OH:3]. Reactant: CC1(C)[O:6][C@@H:5]([C@H:7]2[O:12][C:11]([CH3:14])([CH3:13])[O:10][C@H:9]3[C@@H:15]([O:19][CH2:20][CH3:21])[C:16](=[O:18])[O:17][C@@H:8]23)[CH2:4][O:3]1.O. The catalyst class is: 15. (2) Reactant: [CH3:1][C:2]1([CH3:30])[CH2:8][NH:7][C:6]2[N:9]=[CH:10][C:11](/[CH:13]=[CH:14]/[C:15]([N:17]([CH3:29])[CH2:18][C:19]3[O:20][C:21]4[CH:28]=[CH:27][CH:26]=[CH:25][C:22]=4[C:23]=3[CH3:24])=[O:16])=[CH:12][C:5]=2[CH:4]=[N:3]1.[ClH:31]. The catalyst class is: 158. Product: [ClH:31].[CH3:1][C:2]1([CH3:30])[CH2:8][NH:7][C:6]2[N:9]=[CH:10][C:11](/[CH:13]=[CH:14]/[C:15]([N:17]([CH3:29])[CH2:18][C:19]3[O:20][C:21]4[CH:28]=[CH:27][CH:26]=[CH:25][C:22]=4[C:23]=3[CH3:24])=[O:16])=[CH:12][C:5]=2[CH:4]=[N:3]1.